The task is: Regression. Given a peptide amino acid sequence and an MHC pseudo amino acid sequence, predict their binding affinity value. This is MHC class II binding data.. This data is from Peptide-MHC class II binding affinity with 134,281 pairs from IEDB. (1) The peptide sequence is GKIILVAVHVASGYI. The MHC is DRB4_0101 with pseudo-sequence DRB4_0103. The binding affinity (normalized) is 0.385. (2) The peptide sequence is IVQINGRHFDLRAQG. The MHC is HLA-DPA10201-DPB10501 with pseudo-sequence HLA-DPA10201-DPB10501. The binding affinity (normalized) is 0. (3) The peptide sequence is TPQPMELKYSWKTWG. The MHC is DRB1_0405 with pseudo-sequence DRB1_0405. The binding affinity (normalized) is 0. (4) The peptide sequence is YDKFLANVSTVLTGN. The MHC is DRB1_0401 with pseudo-sequence DRB1_0401. The binding affinity (normalized) is 0.632.